From a dataset of hERG potassium channel inhibition data for cardiac toxicity prediction from Karim et al.. Regression/Classification. Given a drug SMILES string, predict its toxicity properties. Task type varies by dataset: regression for continuous values (e.g., LD50, hERG inhibition percentage) or binary classification for toxic/non-toxic outcomes (e.g., AMES mutagenicity, cardiotoxicity, hepatotoxicity). Dataset: herg_karim. The molecule is Cn1cnc(C(=O)N(Cc2cccc(Cl)c2)CC2CCC(N)CC2)c1. The result is 0 (non-blocker).